From a dataset of Forward reaction prediction with 1.9M reactions from USPTO patents (1976-2016). Predict the product of the given reaction. (1) Given the reactants [C:1]1([CH3:9])[C:2]([CH:7]=O)=[CH:3][CH:4]=[CH:5][CH:6]=1.[C:10]1([NH:16][NH2:17])[CH:15]=[CH:14][CH:13]=[CH:12][CH:11]=1, predict the reaction product. The product is: [CH3:9][C:1]1[CH:6]=[CH:5][CH:4]=[CH:3][C:2]=1[CH:7]=[N:17][NH:16][C:10]1[CH:15]=[CH:14][CH:13]=[CH:12][CH:11]=1. (2) Given the reactants [CH2:1]([NH2:5])[CH2:2][CH2:3][NH2:4].[C:6](=O)([O:15]C1C=CC=CC=1)[O:7][CH2:8][C:9]1[CH:14]=[CH:13][CH:12]=[CH:11][CH:10]=1, predict the reaction product. The product is: [NH2:4][CH2:3][CH2:2][CH2:1][NH:5][C:6](=[O:15])[O:7][CH2:8][C:9]1[CH:14]=[CH:13][CH:12]=[CH:11][CH:10]=1. (3) The product is: [CH3:12][N:2]([CH3:1])[C:3]1[CH:4]=[CH:5][C:6]([C:7]([NH:35][CH2:36][C:37]2[CH:42]=[CH:41][C:40]([CH2:43][OH:44])=[CH:39][CH:38]=2)=[O:9])=[CH:10][CH:11]=1. Given the reactants [CH3:1][N:2]([CH3:12])[C:3]1[CH:11]=[CH:10][C:6]([C:7]([OH:9])=O)=[CH:5][CH:4]=1.C(N(CC)CC)C.C1N(P(Cl)(N2C(=O)OCC2)=O)C(=O)OC1.[NH2:35][CH2:36][C:37]1[CH:42]=[CH:41][C:40]([CH2:43][OH:44])=[CH:39][CH:38]=1.C([O-])(O)=O.[Na+], predict the reaction product. (4) Given the reactants [CH3:1][C:2]1[C:10]2[C:9]([C:11](O)=[O:12])=[CH:8][C:7]([C:14]3[CH:19]=[CH:18][C:17]([O:20][CH:21]4[CH2:26][CH2:25][CH2:24][CH2:23][O:22]4)=[CH:16][CH:15]=3)=[N:6][C:5]=2[N:4]([CH:27]2[CH2:32][CH2:31][CH2:30][CH2:29][O:28]2)[N:3]=1.[CH2:33]([N:40]1[CH2:45][C:44]([CH3:47])([CH3:46])[NH:43][CH2:42][C:41]1([CH3:49])[CH3:48])[C:34]1[CH:39]=[CH:38][CH:37]=[CH:36][CH:35]=1, predict the reaction product. The product is: [CH2:33]([N:40]1[C:41]([CH3:49])([CH3:48])[CH2:42][N:43]([C:11]([C:9]2[CH:8]=[C:7]([C:14]3[CH:19]=[CH:18][C:17]([O:20][CH:21]4[CH2:26][CH2:25][CH2:24][CH2:23][O:22]4)=[CH:16][CH:15]=3)[N:6]=[C:5]3[N:4]([CH:27]4[CH2:32][CH2:31][CH2:30][CH2:29][O:28]4)[N:3]=[C:2]([CH3:1])[C:10]=23)=[O:12])[C:44]([CH3:47])([CH3:46])[CH2:45]1)[C:34]1[CH:35]=[CH:36][CH:37]=[CH:38][CH:39]=1. (5) Given the reactants Cl.[O:2]=[C:3]([N:19]1[CH2:24][CH2:23][CH2:22][CH2:21][CH2:20]1)[CH2:4][O:5][CH:6]1[CH2:11][CH2:10][N:9](C(OC(C)(C)C)=O)[CH2:8][CH2:7]1, predict the reaction product. The product is: [N:19]1([C:3](=[O:2])[CH2:4][O:5][CH:6]2[CH2:7][CH2:8][NH:9][CH2:10][CH2:11]2)[CH2:20][CH2:21][CH2:22][CH2:23][CH2:24]1. (6) Given the reactants C[O:2][C:3](=[O:23])[C@@H:4]([N:8]1[CH2:12][C:11]([O:13][C:14]2[C:19]([F:20])=[CH:18][CH:17]=[CH:16][C:15]=2[F:21])=[CH:10][C:9]1=[O:22])[CH2:5][CH2:6][CH3:7].O.[OH-].[Li+].O, predict the reaction product. The product is: [F:21][C:15]1[CH:16]=[CH:17][CH:18]=[C:19]([F:20])[C:14]=1[O:13][C:11]1[CH2:12][N:8]([C@@H:4]([CH2:5][CH2:6][CH3:7])[C:3]([OH:23])=[O:2])[C:9](=[O:22])[CH:10]=1.